From a dataset of Full USPTO retrosynthesis dataset with 1.9M reactions from patents (1976-2016). Predict the reactants needed to synthesize the given product. Given the product [CH2:34]([N:17]([CH2:18][C@H:19]1[CH2:24][CH2:23][C@H:22]([CH2:25][CH2:26][O:27][CH:28]2[CH2:33][CH2:32][CH2:31][CH2:30][O:29]2)[CH2:21][CH2:20]1)[C:8]1[C:7]([CH:39]=[O:40])=[CH:12][C:11]([C:13]([F:16])([F:15])[F:14])=[CH:10][N:9]=1)[CH3:35], predict the reactants needed to synthesize it. The reactants are: [Li]C(CC)C.Br[C:7]1[C:8]([N:17]([CH2:34][CH3:35])[CH2:18][C@H:19]2[CH2:24][CH2:23][C@H:22]([CH2:25][CH2:26][O:27][CH:28]3[CH2:33][CH2:32][CH2:31][CH2:30][O:29]3)[CH2:21][CH2:20]2)=[N:9][CH:10]=[C:11]([C:13]([F:16])([F:15])[F:14])[CH:12]=1.CN([CH:39]=[O:40])C.[Cl-].[NH4+].